This data is from Full USPTO retrosynthesis dataset with 1.9M reactions from patents (1976-2016). The task is: Predict the reactants needed to synthesize the given product. Given the product [Br:15][C:14]1[C:9]([N:5]2[CH2:6][CH2:7][CH2:8][C@@H:3]([NH:2][CH2:26][CH2:27][O:28][CH3:29])[CH2:4]2)=[C:10]2[C:18]([NH:19][C:20]([CH:22]3[CH2:23][CH2:24]3)=[O:21])=[CH:17][NH:16][C:11]2=[N:12][CH:13]=1, predict the reactants needed to synthesize it. The reactants are: Cl.[NH2:2][C@@H:3]1[CH2:8][CH2:7][CH2:6][N:5]([C:9]2[C:14]([Br:15])=[CH:13][N:12]=[C:11]3[NH:16][CH:17]=[C:18]([NH:19][C:20]([CH:22]4[CH2:24][CH2:23]4)=[O:21])[C:10]=23)[CH2:4]1.Br[CH2:26][CH2:27][O:28][CH3:29].CCN(C(C)C)C(C)C.O.